Dataset: Catalyst prediction with 721,799 reactions and 888 catalyst types from USPTO. Task: Predict which catalyst facilitates the given reaction. (1) Reactant: [C:1]1([CH2:9][OH:10])C=CC=C(CO)C=1.[H-].[Al+3].[Li+].[H-].[H-].[H-].[C:17](Cl)(=[O:27])[C:18]1[CH:26]=[CH:25][CH:24]=[C:20]([C:21](Cl)=[O:22])[CH:19]=1. Product: [CH:17]([O:10][CH:9]=[CH2:1])=[CH2:18].[C:18]1([CH2:17][OH:27])[CH:26]=[CH:25][CH:24]=[C:20]([CH2:21][OH:22])[CH:19]=1. The catalyst class is: 7. (2) Reactant: [Br:1][C:2]1[C:10]2[NH:9][C:8]3[CH:11]([CH2:14][C:15]([OH:17])=[O:16])[CH2:12][CH2:13][C:7]=3[C:6]=2[CH:5]=[C:4]([F:18])[CH:3]=1.[N+](=C)=[N-].[H-].[Na+].[Cl:24][C:25]1[CH:32]=[CH:31][C:28]([CH2:29]Br)=[CH:27][CH:26]=1. Product: [Br:1][C:2]1[C:10]2[N:9]([CH2:29][C:28]3[CH:31]=[CH:32][C:25]([Cl:24])=[CH:26][CH:27]=3)[C:8]3[CH:11]([CH2:14][C:15]([OH:17])=[O:16])[CH2:12][CH2:13][C:7]=3[C:6]=2[CH:5]=[C:4]([F:18])[CH:3]=1. The catalyst class is: 116. (3) Reactant: I[C:2]1[CH:7]=[CH:6][C:5]([C:8]2[C:9]([C:14]3[C:15]([C:20]4[CH:25]=[CH:24][C:23](I)=[CH:22][CH:21]=4)=[CH:16][CH:17]=[CH:18][CH:19]=3)=[CH:10][CH:11]=[CH:12][CH:13]=2)=[CH:4][CH:3]=1.C(N(CC)CC)C.C(O[SiH:37](OCC)OCC)C. Product: [C:20]1([C:15]2[C:14]([C:9]3[C:8]([C:5]4[CH:6]=[CH:7][CH:2]=[CH:3][CH:4]=4)=[CH:13][CH:12]=[CH:11][CH:10]=3)=[CH:19][CH:18]=[CH:17][CH:16]=2)[CH:21]=[CH:22][CH:23]=[CH:24][CH:25]=1.[SiH4:37]. The catalyst class is: 3.